This data is from Catalyst prediction with 721,799 reactions and 888 catalyst types from USPTO. The task is: Predict which catalyst facilitates the given reaction. (1) Reactant: [CH3:1][O:2][C:3]([C:5]1([C:9]2[CH:14]=[CH:13][C:12]([NH:15][C:16]3[C:21]4[CH2:22][CH2:23][CH2:24][C:20]=4[N:19]=[C:18](Cl)[N:17]=3)=[CH:11][CH:10]=2)[CH2:8][CH2:7][CH2:6]1)=[O:4].[N:26]1([S:31]([C:34]2[CH:39]=[CH:38][C:37]([NH2:40])=[CH:36][CH:35]=2)(=[O:33])=[O:32])[CH2:30][CH2:29][CH2:28][CH2:27]1. Product: [CH3:1][O:2][C:3]([C:5]1([C:9]2[CH:14]=[CH:13][C:12]([NH:15][C:16]3[C:21]4[CH2:22][CH2:23][CH2:24][C:20]=4[N:19]=[C:18]([NH:40][C:37]4[CH:38]=[CH:39][C:34]([S:31]([N:26]5[CH2:30][CH2:29][CH2:28][CH2:27]5)(=[O:33])=[O:32])=[CH:35][CH:36]=4)[N:17]=3)=[CH:11][CH:10]=2)[CH2:8][CH2:7][CH2:6]1)=[O:4]. The catalyst class is: 32. (2) Reactant: [N:1]([C@@H:4]1[CH2:8][N:7]([CH2:9][C:10]2[CH:15]=[CH:14][CH:13]=[CH:12][CH:11]=2)[CH2:6][C@H:5]1[NH:16][C:17](=[O:23])[O:18][C:19]([CH3:22])([CH3:21])[CH3:20])=[N+]=[N-].C1C=CC(P(C2C=CC=CC=2)C2C=CC=CC=2)=CC=1.O.Cl. Product: [NH2:1][C@@H:4]1[CH2:8][N:7]([CH2:9][C:10]2[CH:15]=[CH:14][CH:13]=[CH:12][CH:11]=2)[CH2:6][C@H:5]1[NH:16][C:17](=[O:23])[O:18][C:19]([CH3:21])([CH3:20])[CH3:22]. The catalyst class is: 247.